This data is from TCR-epitope binding with 47,182 pairs between 192 epitopes and 23,139 TCRs. The task is: Binary Classification. Given a T-cell receptor sequence (or CDR3 region) and an epitope sequence, predict whether binding occurs between them. (1) The epitope is FPPTSFGPL. The TCR CDR3 sequence is CATNEGDGGGTSYEQYF. Result: 1 (the TCR binds to the epitope). (2) The epitope is SEPVLKGVKL. The TCR CDR3 sequence is CASSLGGVEQYF. Result: 0 (the TCR does not bind to the epitope). (3) The epitope is LLLGIGILV. The TCR CDR3 sequence is CASSSQGGGSGYTF. Result: 0 (the TCR does not bind to the epitope). (4) The epitope is WICLLQFAY. The TCR CDR3 sequence is CASDPSGGLEQYF. Result: 1 (the TCR binds to the epitope).